This data is from Reaction yield outcomes from USPTO patents with 853,638 reactions. The task is: Predict the reaction yield, written as a fraction of the theoretical maximum amount of product (1.0 means a 100% yield; for example, 0.34 means a 34% yield). (1) The reactants are C([N-]C(C)C)(C)C.[Li+].[F:9][C:10]1[CH:15]=[CH:14][C:13]([CH2:16][C:17]([OH:19])=[O:18])=[CH:12][C:11]=1[C:20]([F:23])([F:22])[F:21].I[CH2:25][CH:26]1[CH2:30][CH2:29][CH2:28][CH2:27]1. The catalyst is O1CCCC1.CN1CCCN(C)C1=O.CN1CCCN(C)C1=O. The product is [CH:26]1([CH2:25][CH:16]([C:13]2[CH:14]=[CH:15][C:10]([F:9])=[C:11]([C:20]([F:21])([F:22])[F:23])[CH:12]=2)[C:17]([OH:19])=[O:18])[CH2:30][CH2:29][CH2:28][CH2:27]1. The yield is 0.554. (2) The yield is 0.604. The catalyst is O1CCOCC1.O.C1C=CC(P(C2C=CC=CC=2)[C-]2C=CC=C2)=CC=1.C1C=CC(P(C2C=CC=CC=2)[C-]2C=CC=C2)=CC=1.Cl[Pd]Cl.[Fe+2]. The reactants are Br[C:2]1[CH:7]=[CH:6][C:5]([CH2:8][C:9]([OH:11])=[O:10])=[C:4]([F:12])[CH:3]=1.[CH2:13]([O:15][C:16]1[C:17]([O:31][CH2:32][C:33]2[CH:38]=[CH:37][C:36]([O:39][CH3:40])=[CH:35][CH:34]=2)=[N:18][CH:19]=[C:20](B2OC(C)(C)C(C)(C)O2)[CH:21]=1)[CH3:14].C([O-])([O-])=O.[Cs+].[Cs+]. The product is [CH2:13]([O:15][C:16]1[CH:21]=[C:20]([C:2]2[CH:7]=[CH:6][C:5]([CH2:8][C:9]([OH:11])=[O:10])=[C:4]([F:12])[CH:3]=2)[CH:19]=[N:18][C:17]=1[O:31][CH2:32][C:33]1[CH:34]=[CH:35][C:36]([O:39][CH3:40])=[CH:37][CH:38]=1)[CH3:14]. (3) The reactants are [O:1]=[C:2]1[NH:6][C:5]2[CH:7]=[C:8]([CH2:11][C:12]([OH:14])=O)[CH:9]=[CH:10][C:4]=2[S:3]1.CCN=C=NCCCN(C)C.C1C=CC2N(O)N=NC=2C=1.[C:36]([C:38]1[CH:39]=[C:40]([C@H:44]([NH:52][CH3:53])[CH2:45][N:46]2[CH2:50][CH2:49][C@H:48]([OH:51])[CH2:47]2)[CH:41]=[CH:42][CH:43]=1)#[CH:37]. The catalyst is CN(C)C=O. The product is [C:36]([C:38]1[CH:39]=[C:40]([C@H:44]([N:52]([CH3:53])[C:12](=[O:14])[CH2:11][C:8]2[CH:9]=[CH:10][C:4]3[S:3][C:2](=[O:1])[NH:6][C:5]=3[CH:7]=2)[CH2:45][N:46]2[CH2:50][CH2:49][C@H:48]([OH:51])[CH2:47]2)[CH:41]=[CH:42][CH:43]=1)#[CH:37]. The yield is 0.240. (4) The reactants are Cl[C:2]1[C:11]2[C:6](=[C:7]([O:14][CH3:15])[C:8]([O:12][CH3:13])=[CH:9][CH:10]=2)[N:5]=[CH:4][N:3]=1.[CH3:16][C:17]1([NH2:22])[CH2:21][CH2:20][O:19][CH2:18]1.CCN(C(C)C)C(C)C.O. The catalyst is C(O)(C)C. The product is [CH3:13][O:12][C:8]1[C:7]([O:14][CH3:15])=[C:6]2[C:11]([C:2]([NH:22][C:17]3([CH3:16])[CH2:21][CH2:20][O:19][CH2:18]3)=[N:3][CH:4]=[N:5]2)=[CH:10][CH:9]=1. The yield is 0.230. (5) The reactants are [CH2:1]([O:3][C:4]([C:6]1([C:9]2[CH:14]=[CH:13][C:12]([C:15]3[CH:20]=[CH:19][C:18]([C:21]4[S:22][C:23]([F:29])=[CH:24][C:25]=4C(O)=O)=[CH:17][C:16]=3[O:30][CH3:31])=[CH:11][CH:10]=2)[CH2:8][CH2:7]1)=[O:5])[CH3:2].C([N:34]([CH2:37]C)CC)C.C1(P(N=[N+]=[N-])(C2C=CC=CC=2)=[O:46])C=CC=CC=1.[CH3:56][C:57]1[C:58]([CH:62]([OH:64])[CH3:63])=[CH:59][S:60][CH:61]=1. The catalyst is C1(C)C=CC=CC=1.O.C(OCC)(=O)C. The product is [CH2:1]([O:3][C:4]([C:6]1([C:9]2[CH:14]=[CH:13][C:12]([C:15]3[CH:20]=[CH:19][C:18]([C:21]4[S:22][C:23]([F:29])=[CH:24][C:25]=4[NH:34][C:37]([O:64][CH:62]([C:58]4[C:57]([CH3:56])=[CH:61][S:60][CH:59]=4)[CH3:63])=[O:46])=[CH:17][C:16]=3[O:30][CH3:31])=[CH:11][CH:10]=2)[CH2:8][CH2:7]1)=[O:5])[CH3:2]. The yield is 1.00. (6) The reactants are [CH:1]1[C:14]2[C:5](=[CH:6][C:7]3[C:12]([C:13]=2[CH2:15][O:16][C:17](=[O:25])[NH:18][CH2:19][CH2:20][O:21][CH2:22][CH2:23][OH:24])=[CH:11][CH:10]=[CH:9][CH:8]=3)[CH:4]=[CH:3][CH:2]=1.[H-].[Na+].C1COCC1.[Cl:33][CH2:34][CH2:35][CH2:36][CH2:37]I. The catalyst is CCCCCCC.C(OCC)(=O)C. The product is [CH:11]1[C:12]2[C:7](=[CH:6][C:5]3[C:14]([C:13]=2[CH2:15][O:16][C:17](=[O:25])[NH:18][CH2:19][CH2:20][O:21][CH2:22][CH2:23][O:24][CH2:37][CH2:36][CH2:35][CH2:34][Cl:33])=[CH:1][CH:2]=[CH:3][CH:4]=3)[CH:8]=[CH:9][CH:10]=1. The yield is 0.320. (7) The reactants are [Cl:1][C:2]1[C:11]2[C:6](=[CH:7][CH:8]=[C:9]([OH:12])[CH:10]=2)[N:5]=[C:4]([CH3:13])[CH:3]=1.[CH2:14]1[CH2:19][O:18][CH:17]=[CH:16][CH2:15]1.CC1C=CC(S(O)(=O)=O)=CC=1. The catalyst is CC#N. The product is [Cl:1][C:2]1[C:11]2[C:6](=[CH:7][CH:8]=[C:9]([O:12][CH:17]3[CH2:16][CH2:15][CH2:14][CH2:19][O:18]3)[CH:10]=2)[N:5]=[C:4]([CH3:13])[CH:3]=1. The yield is 0.600. (8) The reactants are [C:1]([C:5]1[NH:6][C:7]([C:12]2[CH:17]=[CH:16][C:15]([CH3:18])=[CH:14][CH:13]=2)=[C:8]([N:10]=O)[N:9]=1)([CH3:4])([CH3:3])[CH3:2].CO. The catalyst is CCO.C(Cl)Cl.[Pd]. The product is [C:1]([C:5]1[NH:6][C:7]([C:12]2[CH:13]=[CH:14][C:15]([CH3:18])=[CH:16][CH:17]=2)=[C:8]([NH2:10])[N:9]=1)([CH3:4])([CH3:3])[CH3:2]. The yield is 0.680. (9) The reactants are [N:1]1[CH:6]=[CH:5][CH:4]=[CH:3][C:2]=1[CH2:7][CH2:8][S:9][C:10]1[C:11](=[O:16])[NH:12][CH:13]=[CH:14][N:15]=1.Br[C:18]1[CH:29]=[CH:28][C:21]([O:22][CH2:23][C:24]([CH3:27])([OH:26])[CH3:25])=[C:20]([CH3:30])[CH:19]=1.CNCCNC.[O-]P([O-])([O-])=O.[K+].[K+].[K+]. The product is [OH:26][C:24]([CH3:27])([CH3:25])[CH2:23][O:22][C:21]1[CH:28]=[CH:29][C:18]([N:12]2[CH:13]=[CH:14][N:15]=[C:10]([S:9][CH2:8][CH2:7][C:2]3[CH:3]=[CH:4][CH:5]=[CH:6][N:1]=3)[C:11]2=[O:16])=[CH:19][C:20]=1[CH3:30]. The catalyst is O1CCOCC1.[Cu]I. The yield is 0.790.